From a dataset of Reaction yield outcomes from USPTO patents with 853,638 reactions. Predict the reaction yield, written as a fraction of the theoretical maximum amount of product (1.0 means a 100% yield; for example, 0.34 means a 34% yield). (1) The reactants are Br[C:2]1[CH:27]=[CH:26][C:5]2[N:6]([C:22]([CH3:25])([CH3:24])[CH3:23])[C:7]([C:9]3[CH:14]=[CH:13][CH:12]=[CH:11][C:10]=3[C:15]3[O:19][C:18](=[O:20])[N:17]([CH3:21])[N:16]=3)=[N:8][C:4]=2[CH:3]=1.[NH2:28][C:29]1[N:34]=[CH:33][C:32](B2OC(C)(C)C(C)(C)O2)=[CH:31][N:30]=1.C([O-])([O-])=O.[Na+].[Na+]. The catalyst is CN(C=O)C.CCOC(C)=O.C1C=CC([P]([Pd]([P](C2C=CC=CC=2)(C2C=CC=CC=2)C2C=CC=CC=2)([P](C2C=CC=CC=2)(C2C=CC=CC=2)C2C=CC=CC=2)[P](C2C=CC=CC=2)(C2C=CC=CC=2)C2C=CC=CC=2)(C2C=CC=CC=2)C2C=CC=CC=2)=CC=1. The product is [NH2:28][C:29]1[N:34]=[CH:33][C:32]([C:2]2[CH:27]=[CH:26][C:5]3[N:6]([C:22]([CH3:23])([CH3:25])[CH3:24])[C:7]([C:9]4[CH:14]=[CH:13][CH:12]=[CH:11][C:10]=4[C:15]4[O:19][C:18](=[O:20])[N:17]([CH3:21])[N:16]=4)=[N:8][C:4]=3[CH:3]=2)=[CH:31][N:30]=1. The yield is 0.250. (2) The yield is 0.570. The reactants are [C:1]1([C@@H:7]2[C:9]3([CH2:13][CH2:12][CH2:11][CH2:10]3)[C@H:8]2[C:14]([OH:16])=O)[CH:6]=[CH:5][CH:4]=[CH:3][CH:2]=1.[Cl:17][C:18]1[CH:23]=[C:22]([C:24]([F:27])([F:26])[F:25])[CH:21]=[CH:20][C:19]=1[NH2:28]. The product is [C:1]1([C@@H:7]2[C:9]3([CH2:10][CH2:11][CH2:12][CH2:13]3)[C@H:8]2[C:14]([NH:28][C:19]2[CH:20]=[CH:21][C:22]([C:24]([F:25])([F:26])[F:27])=[CH:23][C:18]=2[Cl:17])=[O:16])[CH:2]=[CH:3][CH:4]=[CH:5][CH:6]=1. No catalyst specified. (3) The reactants are [CH:1]([O:4][C:5]1[CH:14]=[C:13]([C:15]([F:18])([F:17])[F:16])[C:12]2[C:7](=[CH:8][CH:9]=[C:10]3[NH:22][C@H:21]([CH3:23])[CH2:20][O:19][C:11]3=2)[N:6]=1)([CH3:3])[CH3:2].C([O-])([O-])=O.[K+].[K+].[CH2:30](Br)[CH:31]=[CH2:32].Cl. The product is [CH2:32]([N:22]1[C:10]2[C:11](=[C:12]3[C:7](=[CH:8][CH:9]=2)[N:6]=[C:5]([O:4][CH:1]([CH3:3])[CH3:2])[CH:14]=[C:13]3[C:15]([F:18])([F:17])[F:16])[O:19][CH2:20][C@H:21]1[CH3:23])[CH:31]=[CH2:30]. The yield is 0.750. The catalyst is CN(C=O)C.O. (4) The reactants are O.Cl.[NH:3]1[CH2:8][CH2:7][C:6](=[O:9])[CH2:5][CH2:4]1.C(N(CC)CC)C.[F:17][C:18]([F:29])([F:28])[C:19](O[C:19](=[O:20])[C:18]([F:29])([F:28])[F:17])=[O:20].O. The catalyst is ClCCl. The product is [F:17][C:18]([F:29])([F:28])[C:19]([N:3]1[CH2:8][CH2:7][C:6](=[O:9])[CH2:5][CH2:4]1)=[O:20]. The yield is 1.00. (5) The product is [OH:11][N:12]([CH:13]([CH2:14][S:15]([N:18]1[CH2:19][CH2:20][N:21]([C:24]2[CH:25]=[CH:26][C:27]([C:30]#[C:31][C:32]3[CH:37]=[CH:36][CH:35]=[CH:34][CH:33]=3)=[CH:28][CH:29]=2)[CH2:22][CH2:23]1)(=[O:16])=[O:17])[CH2:38][C@@H:39]([C:41]1[CH:42]=[CH:43][CH:44]=[CH:45][CH:46]=1)[CH3:40])[CH:1]=[O:3]. The reactants are [CH:1]([OH:3])=O.C(OC(=O)C)(=O)C.[OH:11][NH:12][CH:13]([CH2:38][C@@H:39]([C:41]1[CH:46]=[CH:45][CH:44]=[CH:43][CH:42]=1)[CH3:40])[CH2:14][S:15]([N:18]1[CH2:23][CH2:22][N:21]([C:24]2[CH:29]=[CH:28][C:27]([C:30]#[C:31][C:32]3[CH:37]=[CH:36][CH:35]=[CH:34][CH:33]=3)=[CH:26][CH:25]=2)[CH2:20][CH2:19]1)(=[O:17])=[O:16]. The catalyst is C(Cl)Cl. The yield is 0.910.